Dataset: Full USPTO retrosynthesis dataset with 1.9M reactions from patents (1976-2016). Task: Predict the reactants needed to synthesize the given product. (1) Given the product [Br:1][C:2]1[CH:3]=[CH:4][C:5]([CH2:8][C:9]([O:11][CH3:17])=[O:10])=[CH:6][CH:7]=1, predict the reactants needed to synthesize it. The reactants are: [Br:1][C:2]1[CH:7]=[CH:6][C:5]([CH2:8][C:9]([OH:11])=[O:10])=[CH:4][CH:3]=1.S(=O)(=O)(O)O.[CH3:17]O. (2) Given the product [CH3:8][O:9][C:10](=[O:30])[CH2:11][CH2:12][C:13]1[C:14](=[O:29])[NH:15][CH2:16][CH:17]=1, predict the reactants needed to synthesize it. The reactants are: C([SiH](CC)CC)C.[CH3:8][O:9][C:10](=[O:30])[CH2:11][CH2:12][C:13]1[C:14](=[O:29])[N:15](CC2C=CC(OC)=CC=2OC)[CH2:16][CH:17]=1.